This data is from Tyrosyl-DNA phosphodiesterase HTS with 341,365 compounds. The task is: Binary Classification. Given a drug SMILES string, predict its activity (active/inactive) in a high-throughput screening assay against a specified biological target. The compound is S(=O)(=O)(N(CC(O)CO\N=C1\c2c(c3c1cccc3)cccc2)c1ccc(F)cc1)C. The result is 0 (inactive).